Dataset: Full USPTO retrosynthesis dataset with 1.9M reactions from patents (1976-2016). Task: Predict the reactants needed to synthesize the given product. (1) The reactants are: C([O:8][C:9]1[CH:14]=[CH:13][C:12]([C:15]2[CH:16]=[N:17][C:18]([NH:21][C:22]3[CH:27]=[CH:26][CH:25]=[CH:24][CH:23]=3)=[N:19][CH:20]=2)=[CH:11][C:10]=1[F:28])C1C=CC=CC=1. Given the product [F:28][C:10]1[CH:11]=[C:12]([C:15]2[CH:20]=[N:19][C:18]([NH:21][C:22]3[CH:27]=[CH:26][CH:25]=[CH:24][CH:23]=3)=[N:17][CH:16]=2)[CH:13]=[CH:14][C:9]=1[OH:8], predict the reactants needed to synthesize it. (2) Given the product [CH3:10][N:11]1[CH2:16][CH2:15][N:14]([CH2:2][C:3]2[O:7][C:6]([CH:8]=[O:9])=[CH:5][CH:4]=2)[CH2:13][CH2:12]1, predict the reactants needed to synthesize it. The reactants are: Br[CH2:2][C:3]1[O:7][C:6]([CH:8]=[O:9])=[CH:5][CH:4]=1.[CH3:10][N:11]1[CH2:16][CH2:15][NH:14][CH2:13][CH2:12]1. (3) Given the product [CH3:14][O:13][C:11](=[O:12])[C:10]1[CH:15]=[CH:16][C:17]([Cl:18])=[C:8]([N:4]2[CH:5]=[CH:6][N:7]=[C:2]([NH:46][C:43]([C:38]3[CH:39]=[CH:40][CH:41]=[CH:42][C:37]=3[O:36][CH2:29][C:30]3[CH:35]=[CH:34][CH:33]=[CH:32][CH:31]=3)([CH3:45])[CH3:44])[C:3]2=[O:19])[CH:9]=1, predict the reactants needed to synthesize it. The reactants are: Br[C:2]1[C:3](=[O:19])[N:4]([C:8]2[CH:9]=[C:10]([CH:15]=[CH:16][C:17]=2[Cl:18])[C:11]([O:13][CH3:14])=[O:12])[CH:5]=[CH:6][N:7]=1.C(N(C(C)C)C(C)C)C.[CH2:29]([O:36][C:37]1[CH:42]=[CH:41][CH:40]=[CH:39][C:38]=1[C:43]([NH2:46])([CH3:45])[CH3:44])[C:30]1[CH:35]=[CH:34][CH:33]=[CH:32][CH:31]=1.